Dataset: Full USPTO retrosynthesis dataset with 1.9M reactions from patents (1976-2016). Task: Predict the reactants needed to synthesize the given product. (1) Given the product [CH2:16]([O:23][C:24](=[O:33])[NH:25][CH:26]1[CH2:31][CH2:30][N:29]([CH2:15][CH:13]([OH:14])[C:10]2[CH:9]=[CH:8][CH:7]=[C:6]3[C:11]=2[CH:12]=[C:3]([O:2][CH3:1])[CH:4]=[N:5]3)[CH2:28][CH:27]1[F:32])[C:17]1[CH:18]=[CH:19][CH:20]=[CH:21][CH:22]=1, predict the reactants needed to synthesize it. The reactants are: [CH3:1][O:2][C:3]1[CH:4]=[N:5][C:6]2[C:11]([CH:12]=1)=[C:10]([CH:13]1[CH2:15][O:14]1)[CH:9]=[CH:8][CH:7]=2.[CH2:16]([O:23][C:24](=[O:33])[NH:25][CH:26]1[CH2:31][CH2:30][NH:29][CH2:28][CH:27]1[F:32])[C:17]1[CH:22]=[CH:21][CH:20]=[CH:19][CH:18]=1.Cl([O-])(=O)(=O)=O.[Li+]. (2) Given the product [CH2:28]1[C:31]2([CH2:35][CH2:34][O:33][CH2:32]2)[CH2:30][N:29]1[CH2:23][C:22]1[CH:21]=[CH:20][C:19]([O:18][CH:16]2[CH2:15][N:14]([C:12]([C:10]3[O:11][C:7]([C:1]4[CH:6]=[CH:5][CH:4]=[CH:3][CH:2]=4)=[N:8][N:9]=3)=[O:13])[CH2:17]2)=[CH:26][CH:25]=1, predict the reactants needed to synthesize it. The reactants are: [C:1]1([C:7]2[O:11][C:10]([C:12]([N:14]3[CH2:17][CH:16]([O:18][C:19]4[CH:26]=[CH:25][C:22]([CH:23]=O)=[CH:21][CH:20]=4)[CH2:15]3)=[O:13])=[N:9][N:8]=2)[CH:6]=[CH:5][CH:4]=[CH:3][CH:2]=1.Cl.[CH2:28]1[C:31]2([CH2:35][CH2:34][O:33][CH2:32]2)[CH2:30][NH:29]1.C(N(CC)CC)C.[Na].C([O-])(O)=O.[Na+].